From a dataset of Reaction yield outcomes from USPTO patents with 853,638 reactions. Predict the reaction yield, written as a fraction of the theoretical maximum amount of product (1.0 means a 100% yield; for example, 0.34 means a 34% yield). (1) The reactants are [NH2:1][C:2]1[N:3]=[C:4]([SH:18])[C:5]2[N:10]=[C:9]([C:11]3[CH:16]=[CH:15][C:14]([F:17])=[CH:13][CH:12]=3)[S:8][C:6]=2[N:7]=1.C(N(CC)CC)C.[CH2:26](Br)[C:27]1[CH:32]=[CH:31][CH:30]=[CH:29][CH:28]=1. The catalyst is CS(C)=O. The product is [CH2:26]([S:18][C:4]1[C:5]2[N:10]=[C:9]([C:11]3[CH:12]=[CH:13][C:14]([F:17])=[CH:15][CH:16]=3)[S:8][C:6]=2[N:7]=[C:2]([NH2:1])[N:3]=1)[C:27]1[CH:32]=[CH:31][CH:30]=[CH:29][CH:28]=1. The yield is 0.600. (2) The reactants are [Cl:1][C:2]([O:4][CH:5](Cl)[CH3:6])=O.CO[CH:10]1[C:16]2[CH:17]=CC=[CH:20][C:15]=2[CH2:14][CH2:13][N:12](C)[CH2:11]1. The catalyst is ClCCCl. The product is [ClH:1].[CH3:2][O:4][C:5]1[CH:6]=[CH:17][C:16]2[CH2:10][CH2:11][NH:12][CH2:13][CH2:14][C:15]=2[CH:20]=1. The yield is 0.900. (3) The reactants are [O:1]1[CH2:6][CH2:5][CH2:4][O:3][CH:2]1[CH2:7][CH2:8][Mg]Br.[Cl:11][C:12]1[CH:13]=[C:14]([C:19]2(/[CH:25]=[N:26]/[S@@:27]([C:29]([CH3:32])([CH3:31])[CH3:30])=[O:28])[CH2:24][CH2:23][CH2:22][CH2:21][CH2:20]2)[CH:15]=[CH:16][C:17]=1[Cl:18].[O-]S([O-])(=O)=O.[Na+].[Na+]. The catalyst is CCOCC. The product is [Cl:11][C:12]1[CH:13]=[C:14]([C:19]2([CH:25]([NH:26][S@@:27]([C:29]([CH3:32])([CH3:31])[CH3:30])=[O:28])[CH2:8][CH2:7][CH:2]3[O:3][CH2:4][CH2:5][CH2:6][O:1]3)[CH2:24][CH2:23][CH2:22][CH2:21][CH2:20]2)[CH:15]=[CH:16][C:17]=1[Cl:18]. The yield is 0.490. (4) The reactants are O([C:9]([O:11][C:12]([CH3:15])([CH3:14])[CH3:13])=[O:10])[C:9]([O:11][C:12]([CH3:15])([CH3:14])[CH3:13])=[O:10].[NH:16]1[C@H:20]([C:21]([O:23][CH2:24][CH3:25])=[O:22])[CH2:19][CH2:18][C@@H:17]1[C:26]([O:28][CH2:29][CH3:30])=[O:27]. The catalyst is CC#N. The product is [N:16]1([C:9]([O:11][C:12]([CH3:13])([CH3:14])[CH3:15])=[O:10])[C@H:20]([C:21]([O:23][CH2:24][CH3:25])=[O:22])[CH2:19][CH2:18][C@@H:17]1[C:26]([O:28][CH2:29][CH3:30])=[O:27]. The yield is 0.950. (5) The yield is 0.280. The product is [S:9]1[C:5]2[CH:4]=[CH:3][C:2]([C:17]3[CH:22]=[CH:21][C:20]([C:23]4[N:24]([CH2:32][C@@H:33]5[CH2:37][CH2:36][N:35]([C:38]([CH:40]6[CH2:41][CH2:42]6)=[O:39])[CH2:34]5)[C:25]5[CH:30]=[CH:29][N:28]=[CH:27][C:26]=5[N:31]=4)=[CH:19][CH:18]=3)=[CH:10][C:6]=2[N:7]=[CH:8]1. The reactants are Br[C:2]1[CH:3]=[CH:4][C:5]2[S:9][CH:8]=[N:7][C:6]=2[CH:10]=1.C([O-])(=O)C.[K+].Br[C:17]1[CH:22]=[CH:21][C:20]([C:23]2[N:24]([CH2:32][C@@H:33]3[CH2:37][CH2:36][N:35]([C:38]([CH:40]4[CH2:42][CH2:41]4)=[O:39])[CH2:34]3)[C:25]3[CH:30]=[CH:29][N:28]=[CH:27][C:26]=3[N:31]=2)=[CH:19][CH:18]=1.C(=O)([O-])[O-].[K+].[K+]. The catalyst is O1CCOCC1.C1C=CC(P(C2C=CC=CC=2)[C-]2C=CC=C2)=CC=1.C1C=CC(P(C2C=CC=CC=2)[C-]2C=CC=C2)=CC=1.Cl[Pd]Cl.[Fe+2].ClCCl. (6) The reactants are [N:1]1[CH:6]=[CH:5][CH:4]=[C:3]([C:7]2[O:11][C:10]([CH:12]=[O:13])=[CH:9][CH:8]=2)[CH:2]=1.[BH4-].[Na+].C(=O)(O)[O-].[Na+]. The catalyst is CO. The product is [N:1]1[CH:6]=[CH:5][CH:4]=[C:3]([C:7]2[O:11][C:10]([CH2:12][OH:13])=[CH:9][CH:8]=2)[CH:2]=1. The yield is 0.920. (7) The reactants are C1C=CC(P(C2C=CC=CC=2)C2C=CC=CC=2)=CC=1.CC(OC(/N=N/C(OC(C)C)=O)=O)C.[I:34][C:35]1[C:39]([C:40]([O:42][CH2:43][CH3:44])=[O:41])=[C:38]([C:45]([O:47][CH2:48][CH3:49])=[O:46])[NH:37][N:36]=1.O[CH2:51][C:52]1([NH:55][C:56](=[O:62])[O:57][C:58]([CH3:61])([CH3:60])[CH3:59])[CH2:54][CH2:53]1. The catalyst is C1COCC1.O. The product is [C:58]([O:57][C:56]([NH:55][C:52]1([CH2:51][N:37]2[C:38]([C:45]([O:47][CH2:48][CH3:49])=[O:46])=[C:39]([C:40]([O:42][CH2:43][CH3:44])=[O:41])[C:35]([I:34])=[N:36]2)[CH2:54][CH2:53]1)=[O:62])([CH3:61])([CH3:59])[CH3:60]. The yield is 0.850.